This data is from Full USPTO retrosynthesis dataset with 1.9M reactions from patents (1976-2016). The task is: Predict the reactants needed to synthesize the given product. (1) Given the product [CH2:1]([P:4]([C:9]1[CH:14]=[CH:13][C:12]([NH:15][C:16]2[N:24]=[C:23]([CH:25]([CH3:27])[CH3:26])[N:22]=[C:21]3[C:17]=2[N:18]=[CH:19][NH:20]3)=[CH:11][CH:10]=1)([CH2:6][CH2:7][CH3:8])=[O:5])[CH2:2][CH3:3], predict the reactants needed to synthesize it. The reactants are: [CH2:1]([P:4]([C:9]1[CH:14]=[CH:13][C:12]([NH:15][C:16]2[N:24]=[C:23]([CH:25]([CH3:27])[CH3:26])[N:22]=[C:21]3[C:17]=2[N:18]=[CH:19][N:20]3C2CCCCO2)=[CH:11][CH:10]=1)([CH2:6][CH2:7][CH3:8])=[O:5])[CH2:2][CH3:3].C(O)(C(F)(F)F)=O.C(Cl)Cl. (2) Given the product [NH:24]([C:36]([O:38][CH2:39][CH:40]1[C:41]2[C:46](=[CH:45][CH:44]=[CH:43][CH:42]=2)[C:47]2[C:52]1=[CH:51][CH:50]=[CH:49][CH:48]=2)=[O:37])[C@H:25]([C:33]([OH:35])=[O:34])[CH2:26][CH2:27][CH2:28][NH:29][C:30]([NH2:32])=[O:31].[CH:18]1[C:19]([C:20]([OH:10])=[O:21])=[CH:22][CH:23]=[C:16]([NH2:15])[CH:17]=1, predict the reactants needed to synthesize it. The reactants are: C1C=CC2N([OH:10])N=NC=2C=1.C(Cl)CCl.[NH2:15][C:16]1[CH:23]=[CH:22][C:19]([CH2:20][OH:21])=[CH:18][CH:17]=1.[NH:24]([C:36]([O:38][CH2:39][CH:40]1[C:52]2[C:47](=[CH:48][CH:49]=[CH:50][CH:51]=2)[C:46]2[C:41]1=[CH:42][CH:43]=[CH:44][CH:45]=2)=[O:37])[C@H:25]([C:33]([OH:35])=[O:34])[CH2:26][CH2:27][CH2:28][NH:29][C:30]([NH2:32])=[O:31]. (3) Given the product [CH3:1][O:2][C:3](=[O:34])[CH2:4][C@H:5]1[C:9]2[CH:10]=[CH:11][C:12]([O:14][C@H:15]3[C:23]4[C:18](=[C:19]([C:36]5[C:41]([CH3:42])=[CH:40][C:39]([C:43]6[CH:48]=[CH:47][C:46]([CH3:49])=[CH:45][N:44]=6)=[CH:38][C:37]=5[CH3:50])[CH:20]=[CH:21][C:22]=4[F:24])[CH2:17][CH2:16]3)=[CH:13][C:8]=2[O:7][CH2:6]1, predict the reactants needed to synthesize it. The reactants are: [CH3:1][O:2][C:3](=[O:34])[CH2:4][C@H:5]1[C:9]2[CH:10]=[CH:11][C:12]([O:14][C@H:15]3[C:23]4[C:18](=[C:19](B5OC(C)(C)C(C)(C)O5)[CH:20]=[CH:21][C:22]=4[F:24])[CH2:17][CH2:16]3)=[CH:13][C:8]=2[O:7][CH2:6]1.Cl[C:36]1[C:41]([CH3:42])=[CH:40][C:39]([C:43]2[CH:48]=[CH:47][C:46]([CH3:49])=[CH:45][N:44]=2)=[CH:38][C:37]=1[CH3:50].BrC1C=CC(F)=C2C=1CC[C@H]2OC1C=CC2[C@H](CC(OC)=O)COC=2C=1. (4) Given the product [C:48]([O:47][C@@H:42]([C:12]1[C:13]([CH3:41])=[C:14]([CH3:40])[C:15]2=[N:19][C:18]3=[CH:17][N:16]2[C:11]=1[N:8]1[CH2:9][CH2:10][C:5]([CH3:52])([O:4][CH2:1][CH:2]=[CH:3][CH2:36][C@H:35]([CH3:37])[O:34][C:27]2[C:28]([F:33])=[CH:29][C:30]([F:32])=[CH:31][C:26]=2[C:22]2[CH:21]=[C:20]3[CH:25]=[CH:24][CH:23]=2)[CH2:6][CH2:7]1)[C:43]([O:45][CH3:46])=[O:44])([CH3:50])([CH3:51])[CH3:49], predict the reactants needed to synthesize it. The reactants are: [CH2:1]([O:4][C:5]1([CH3:52])[CH2:10][CH2:9][N:8]([C:11]2[N:16]3[CH:17]=[C:18]([C:20]4[CH:21]=[C:22]([C:26]5[CH:31]=[C:30]([F:32])[CH:29]=[C:28]([F:33])[C:27]=5[O:34][C@H:35]([CH2:37]C=C)[CH3:36])[CH:23]=[CH:24][CH:25]=4)[N:19]=[C:15]3[C:14]([CH3:40])=[C:13]([CH3:41])[C:12]=2[C@H:42]([O:47][C:48]([CH3:51])([CH3:50])[CH3:49])[C:43]([O:45][CH3:46])=[O:44])[CH2:7][CH2:6]1)[CH:2]=[CH2:3].C(O[C@@H](C1C(C)=CC2=NC3=CN2C=1N1CCC(C)(OCC=CC[C@H](C)OC2C=C(F)C=CC=2C2C=C3C=CC=2)CC1)C(OC)=O)(C)(C)C. (5) The reactants are: [C:1]([C:3]1[CH:8]=[CH:7][C:6]([C:9]([NH:17][S:18]([CH2:20][CH:21]([CH2:23]C)[CH3:22])=[O:19])([C:11]2[N:12]([CH3:16])[CH:13]=[N:14][CH:15]=2)C)=[CH:5][C:4]=1[F:25])#[N:2].[F:26][C:27]1[CH:32]=[CH:31]C([Mg]Br)=[CH:29][CH:28]=1. Given the product [C:1]([C:3]1[CH:8]=[CH:7][C:6]([C:9]([C:11]2[N:12]([C:16]3[CH:31]=[CH:32][C:27]([F:26])=[CH:28][CH:29]=3)[CH:13]=[N:14][CH:15]=2)=[N:17][S:18]([CH2:20][CH:21]([CH3:22])[CH3:23])=[O:19])=[CH:5][C:4]=1[F:25])#[N:2].[NH4+:2].[OH-:19], predict the reactants needed to synthesize it. (6) Given the product [CH:30]12[N:29]([C:2]3[N:7]=[C:6]([C:8]4[CH:13]=[CH:12][C:11]([N+:14]([O-:16])=[O:15])=[CH:10][CH:9]=4)[N:5]=[C:4]([N:17]([CH2:20][CH3:21])[CH2:18][CH3:19])[CH:3]=3)[CH:34]([CH2:35][CH2:36]1)[CH2:33][O:32][CH2:31]2, predict the reactants needed to synthesize it. The reactants are: Cl[C:2]1[N:7]=[C:6]([C:8]2[CH:13]=[CH:12][C:11]([N+:14]([O-:16])=[O:15])=[CH:10][CH:9]=2)[N:5]=[C:4]([N:17]([CH2:20][CH3:21])[CH2:18][CH3:19])[CH:3]=1.ClC1N=C([N:29]2[CH:34]3[CH2:35][CH2:36][CH:30]2[CH2:31][O:32][CH2:33]3)C(Cl)=C([N:29]2[CH:34]3[CH2:35][CH2:36][CH:30]2[CH2:31][O:32][CH2:33]3)N=1.Cl.C12NC(CC1)COC2.C(=O)([O-])[O-].[K+].[K+].CCN(C(C)C)C(C)C.